Dataset: Catalyst prediction with 721,799 reactions and 888 catalyst types from USPTO. Task: Predict which catalyst facilitates the given reaction. (1) Reactant: [Cl:1][C:2]1[CH:19]=[CH:18][C:5]([O:6][C:7]2[CH:14]=[CH:13][C:10](C=O)=[C:9]([CH2:15][CH2:16][CH3:17])[N:8]=2)=[CH:4][CH:3]=1.ClC1C=CC=C(C(OO)=[O:28])C=1.C(=O)(O)[O-].[Na+]. Product: [Cl:1][C:2]1[CH:19]=[CH:18][C:5]([O:6][C:7]2[N:8]=[C:9]([CH2:15][CH2:16][CH3:17])[C:10]([OH:28])=[CH:13][CH:14]=2)=[CH:4][CH:3]=1. The catalyst class is: 4. (2) Reactant: [CH3:1][C:2]1[CH:3]=[C:4]([SH:8])[CH:5]=[CH:6][CH:7]=1.C(=O)([O-])[O-].[K+].[K+].CN(C=O)C.[Br-].[CH3:21][C:22]([CH3:25])=[CH:23][CH3:24]. Product: [CH3:1][C:2]1[CH:7]=[CH:6][CH:5]=[C:4]([S:8][CH2:24][CH:23]=[C:22]([CH3:25])[CH3:21])[CH:3]=1. The catalyst class is: 6. (3) Reactant: [F:1][C:2]1[CH:10]=[C:9]2[C:5]([CH:6]=[CH:7][NH:8]2)=[CH:4][C:3]=1[C:11]([F:14])([F:13])[F:12].[C:15](=O)([O-])[O-].[K+].[K+].IC. Product: [F:1][C:2]1[CH:10]=[C:9]2[C:5]([CH:6]=[CH:7][N:8]2[CH3:15])=[CH:4][C:3]=1[C:11]([F:14])([F:12])[F:13]. The catalyst class is: 9. (4) Reactant: [OH:1][CH:2]1[C:10]2[N:9]=[CH:8][C:7]([C:11]#[N:12])=[CH:6][C:5]=2[CH2:4][CH2:3]1.CC(OI1(OC(C)=O)(OC(C)=O)OC(=O)C2C=CC=CC1=2)=O.C([O-])([O-])=O.[Na+].[Na+]. Product: [O:1]=[C:2]1[C:10]2[N:9]=[CH:8][C:7]([C:11]#[N:12])=[CH:6][C:5]=2[CH2:4][CH2:3]1. The catalyst class is: 4. (5) Reactant: [CH:1]1[C:5]2[CH2:6][CH:7]3[CH:12]([C:4]=2[S:3][CH:2]=1)[CH2:11][CH2:10][NH:9][CH2:8]3.C(N(CC)CC)C.Cl[C:21]([O:23][CH2:24][CH3:25])=[O:22]. The catalyst class is: 2. Product: [CH2:24]([O:23][C:21]([N:9]1[CH2:10][CH2:11][CH:12]2[CH:7]([CH2:6][C:5]3[CH:1]=[CH:2][S:3][C:4]=32)[CH2:8]1)=[O:22])[CH3:25]. (6) Reactant: [CH2:1]([C:7]1[CH:13]=[CH:12][C:10]([NH2:11])=[CH:9][CH:8]=1)[CH2:2][CH2:3][CH2:4][CH2:5][CH3:6].F[C:15]1[CH:20]=[CH:19][C:18]([N+:21]([O-:23])=[O:22])=[CH:17][CH:16]=1. Product: [CH2:1]([C:7]1[CH:8]=[CH:9][C:10]([NH:11][C:15]2[CH:20]=[CH:19][C:18]([N+:21]([O-:23])=[O:22])=[CH:17][CH:16]=2)=[CH:12][CH:13]=1)[CH2:2][CH2:3][CH2:4][CH2:5][CH3:6]. The catalyst class is: 16. (7) Reactant: [CH:1]1([CH2:4][O:5][C:6]2[CH:7]=[C:8]([C:14]3[O:15][CH:16]=[C:17]([CH2:19][CH2:20][C:21]([C:23]4[CH:28]=[CH:27][CH:26]=[CH:25][C:24]=4[O:29][CH2:30][CH3:31])=[O:22])[N:18]=3)[CH:9]=[CH:10][C:11]=2[O:12][CH3:13])[CH2:3][CH2:2]1.[BH4-].[Na+].Cl. Product: [CH:1]1([CH2:4][O:5][C:6]2[CH:7]=[C:8]([C:14]3[O:15][CH:16]=[C:17]([CH2:19][CH2:20][CH:21]([C:23]4[CH:28]=[CH:27][CH:26]=[CH:25][C:24]=4[O:29][CH2:30][CH3:31])[OH:22])[N:18]=3)[CH:9]=[CH:10][C:11]=2[O:12][CH3:13])[CH2:3][CH2:2]1. The catalyst class is: 8. (8) Reactant: [Cl:1][C:2]1[C:3]([F:38])=[C:4]([C@@H:8]2[C@:12]([C:15]3[CH:20]=[CH:19][C:18]([Cl:21])=[CH:17][C:16]=3[F:22])([C:13]#[N:14])[C@H:11]([CH2:23][C:24]([CH3:27])([CH3:26])[CH3:25])[NH:10][C@H:9]2[C:28]([NH:30][C:31]2[CH:36]=[CH:35]C(I)=CN=2)=O)[CH:5]=[CH:6][CH:7]=1.C[N:40]([CH:42]=O)[CH3:41].[C:44](=O)([O-:46])[O-:45].[K+].[K+].[OH2:50]. Product: [Cl:21][C:18]1[CH:19]=[CH:20][C:15]([C@@:12]2([C:13]#[N:14])[C@H:11]([CH2:23][C:24]([CH3:25])([CH3:27])[CH3:26])[NH:10][C@@H:9]([C:28]([NH:30][C:31]3[CH:36]=[CH:35][C:41]([C:44]([OH:46])=[O:45])=[N:40][CH:42]=3)=[O:50])[C@@H:8]2[C:4]2[CH:5]=[CH:6][CH:7]=[C:2]([Cl:1])[C:3]=2[F:38])=[C:16]([F:22])[CH:17]=1. The catalyst class is: 167. (9) Reactant: [ClH:1].Cl.[NH2:3][CH:4]1[CH2:9][CH2:8][N:7]([CH2:10][C@H:11]2[N:21]3[C:22]4[N:13]([C:14](=[O:24])[CH:15]=[CH:16][C:17]=4[CH:18]=[CH:19][C:20]3=[O:23])[CH2:12]2)[CH2:6][CH2:5]1.C(N(CC)CC)C.[S:32]1[C:40]2[CH:39]=[C:38]([CH:41]=O)[N:37]=[CH:36][C:35]=2[O:34][CH2:33]1.[BH-](OC(C)=O)(OC(C)=O)OC(C)=O.[Na+].C([O-])(O)=O.[Na+]. Product: [ClH:1].[S:32]1[C:40]2[CH:39]=[C:38]([CH2:41][NH:3][CH:4]3[CH2:5][CH2:6][N:7]([CH2:10][C@H:11]4[N:21]5[C:22]6[N:13]([C:14](=[O:24])[CH:15]=[CH:16][C:17]=6[CH:18]=[CH:19][C:20]5=[O:23])[CH2:12]4)[CH2:8][CH2:9]3)[N:37]=[CH:36][C:35]=2[O:34][CH2:33]1. The catalyst class is: 147.